The task is: Predict the reactants needed to synthesize the given product.. This data is from Full USPTO retrosynthesis dataset with 1.9M reactions from patents (1976-2016). Given the product [CH2:19]([O:21]/[C:22](=[CH:28]\[C:29]1[CH:34]=[CH:33][C:32]([C:35]2[CH:40]=[CH:39][CH:38]=[C:37]([N:41]([CH3:42])[C:2]([O:4][C:5]3[CH:10]=[CH:9][C:8]([N+:11]([O-:13])=[O:12])=[CH:7][CH:6]=3)=[O:3])[CH:36]=2)=[CH:31][CH:30]=1)/[C:23]([O:25][CH2:26][CH3:27])=[O:24])[CH3:20], predict the reactants needed to synthesize it. The reactants are: Cl[C:2]([O:4][C:5]1[CH:10]=[CH:9][C:8]([N+:11]([O-:13])=[O:12])=[CH:7][CH:6]=1)=[O:3].C(NCC)C.[CH2:19]([O:21]/[C:22](=[CH:28]\[C:29]1[CH:34]=[CH:33][C:32]([C:35]2[CH:40]=[CH:39][CH:38]=[C:37]([NH:41][CH3:42])[CH:36]=2)=[CH:31][CH:30]=1)/[C:23]([O:25][CH2:26][CH3:27])=[O:24])[CH3:20].O.